Dataset: Full USPTO retrosynthesis dataset with 1.9M reactions from patents (1976-2016). Task: Predict the reactants needed to synthesize the given product. (1) Given the product [Br:1][C:2]1[S:3][C:4]2[CH:10]=[C:9]([CH:11]=[O:12])[CH:8]=[C:7]([F:13])[C:5]=2[N:6]=1, predict the reactants needed to synthesize it. The reactants are: [Br:1][C:2]1[S:3][C:4]2[CH:10]=[C:9]([CH2:11][OH:12])[CH:8]=[C:7]([F:13])[C:5]=2[N:6]=1. (2) Given the product [C:16]([N:19]1[CH2:24][CH2:23][N:22]([C:25](=[O:30])[CH2:26][CH2:27][CH2:28][O:1][C:2]2[CH:11]=[C:10]3[C:5]([C:6]([S:12][CH3:13])=[N:7][CH:8]=[N:9]3)=[CH:4][CH:3]=2)[CH2:21][CH2:20]1)(=[O:18])[CH3:17], predict the reactants needed to synthesize it. The reactants are: [OH:1][C:2]1[CH:11]=[C:10]2[C:5]([C:6]([S:12][CH3:13])=[N:7][CH:8]=[N:9]2)=[CH:4][CH:3]=1.[H-].[Na+].[C:16]([N:19]1[CH2:24][CH2:23][N:22]([C:25](=[O:30])[CH2:26][CH2:27][CH2:28]Cl)[CH2:21][CH2:20]1)(=[O:18])[CH3:17].[Cl-].[NH4+]. (3) Given the product [CH3:1][O:2][C:3]1[CH:8]=[N:7][C:6]([O:9][CH3:10])=[C:5]2[NH:11][CH:12]=[C:13]([C:14](=[O:18])[C:15]([N:30]3[CH2:29][CH2:28][C:27]4([C:25]([C:19]5[CH:20]=[CH:21][CH:22]=[CH:23][CH:24]=5)([C:33]#[N:34])[CH2:26]4)[CH2:32][CH2:31]3)=[O:17])[C:4]=12, predict the reactants needed to synthesize it. The reactants are: [CH3:1][O:2][C:3]1[CH:8]=[N:7][C:6]([O:9][CH3:10])=[C:5]2[NH:11][CH:12]=[C:13]([C:14](=[O:18])[C:15]([OH:17])=O)[C:4]=12.[C:19]1([C:25]2([C:33]#[N:34])[C:27]3([CH2:32][CH2:31][NH:30][CH2:29][CH2:28]3)[CH2:26]2)[CH:24]=[CH:23][CH:22]=[CH:21][CH:20]=1.CN([P+](ON1N=NC2C=CC=CC1=2)(N(C)C)N(C)C)C.F[P-](F)(F)(F)(F)F.CCN(C(C)C)C(C)C. (4) Given the product [CH3:1][O:2][CH2:3][C@@H:4]1[CH2:8][CH2:7][CH2:6][N:5]1[CH2:10][C:11]1[CH:16]=[CH:15][C:14]([CH2:17][C:18]#[N:19])=[CH:13][CH:12]=1, predict the reactants needed to synthesize it. The reactants are: [CH3:1][O:2][CH2:3][C@@H:4]1[CH2:8][CH2:7][CH2:6][NH:5]1.Br[CH2:10][C:11]1[CH:16]=[CH:15][C:14]([CH2:17][C:18]#[N:19])=[CH:13][CH:12]=1. (5) Given the product [O:1]=[C:2]1[N:7]([CH:8]([CH3:19])[C:9]([OH:11])=[O:10])[CH2:6][CH2:5][O:4][CH2:3]1, predict the reactants needed to synthesize it. The reactants are: [O:1]=[C:2]1[N:7]([CH:8]([CH3:19])[C:9]([O:11]CC2C=CC=CC=2)=[O:10])[CH2:6][CH2:5][O:4][CH2:3]1.[H][H].